This data is from Forward reaction prediction with 1.9M reactions from USPTO patents (1976-2016). The task is: Predict the product of the given reaction. Given the reactants C1(N)C(F)=C(F)C(F)=C(N)C=1F.Cl.Cl.[NH:15]1[C:23]2[C:18](=[CH:19][CH:20]=[CH:21][CH:22]=2)[C:17](/[CH:24]=[CH:25]/[C:26]2[CH:39]=[CH:38][C:29]([C:30]([N:32]3[CH2:37][CH2:36][NH:35][CH2:34][CH2:33]3)=[O:31])=[CH:28][CH:27]=2)=[N:16]1.C(N(CC)CC)C.[CH2:47]([N:49]=[C:50]=[O:51])[CH3:48], predict the reaction product. The product is: [CH2:47]([NH:49][C:50]([N:35]1[CH2:36][CH2:37][N:32]([C:30](=[O:31])[C:29]2[CH:28]=[CH:27][C:26](/[CH:25]=[CH:24]/[C:17]3[C:18]4[C:23](=[CH:22][CH:21]=[CH:20][CH:19]=4)[NH:15][N:16]=3)=[CH:39][CH:38]=2)[CH2:33][CH2:34]1)=[O:51])[CH3:48].